This data is from Forward reaction prediction with 1.9M reactions from USPTO patents (1976-2016). The task is: Predict the product of the given reaction. Given the reactants Cl[C:2]1[N:7]=[C:6]2[N:8]([CH3:11])[N:9]=[CH:10][C:5]2=[C:4]([C:12]([F:15])([F:14])[F:13])[CH:3]=1.COCCOC.O.[NH2:23][C:24]1[CH:31]=[CH:30][C:29](B2OC(C)(C)C(C)(C)O2)=[CH:28][C:25]=1[C:26]#[N:27].O.O.P([O-])([O-])([O-])=O.[K+].[K+].[K+], predict the reaction product. The product is: [NH2:23][C:24]1[CH:31]=[CH:30][C:29]([C:2]2[N:7]=[C:6]3[N:8]([CH3:11])[N:9]=[CH:10][C:5]3=[C:4]([C:12]([F:15])([F:14])[F:13])[CH:3]=2)=[CH:28][C:25]=1[C:26]#[N:27].